This data is from Full USPTO retrosynthesis dataset with 1.9M reactions from patents (1976-2016). The task is: Predict the reactants needed to synthesize the given product. (1) Given the product [CH2:1]([C@H:8]1[CH2:13][C@@H:12]([C:14]2[O:18][NH:17][C:16](=[O:19])[CH:15]=2)[CH2:11][CH2:10][NH:9]1)[C:2]1[CH:3]=[CH:4][CH:5]=[CH:6][CH:7]=1, predict the reactants needed to synthesize it. The reactants are: [CH2:1]([C@H:8]1[CH2:13][C@@H:12]([C:14]2[O:18][NH:17][C:16](=[O:19])[CH:15]=2)[CH2:11][CH2:10][N:9]1C(OC)=O)[C:2]1[CH:7]=[CH:6][CH:5]=[CH:4][CH:3]=1. (2) Given the product [Br:51][C:52]1[CH:53]=[C:54]([NH:55][C:17]([C:3]2[N:4]([CH3:16])[CH:5]=[C:6]([S:7](=[O:14])(=[O:15])[NH:8][C:9]3([CH3:13])[CH2:10][O:11][CH2:12]3)[C:2]=2[F:1])=[O:19])[CH:56]=[CH:57][CH:58]=1, predict the reactants needed to synthesize it. The reactants are: [F:1][C:2]1[C:6]([S:7](=[O:15])(=[O:14])[NH:8][C:9]2([CH3:13])[CH2:12][O:11][CH2:10]2)=[CH:5][N:4]([CH3:16])[C:3]=1[C:17]([OH:19])=O.CN(C(ON1N=NC2C=CC=NC1=2)=[N+](C)C)C.F[P-](F)(F)(F)(F)F.CCN(CC)CC.[Br:51][C:52]1[CH:53]=[C:54]([CH:56]=[CH:57][CH:58]=1)[NH2:55].